This data is from Reaction yield outcomes from USPTO patents with 853,638 reactions. The task is: Predict the reaction yield, written as a fraction of the theoretical maximum amount of product (1.0 means a 100% yield; for example, 0.34 means a 34% yield). (1) The reactants are [C:1]([O:4][CH2:5][CH2:6][N:7]1[C:11]2[C:12]([C:16](O)([CH2:20][CH2:21][CH3:22])[CH2:17][CH2:18][CH3:19])=[CH:13][CH:14]=[CH:15][C:10]=2[N:9]=[C:8]1[NH:24][C:25]1[C:30]([CH3:31])=[CH:29][C:28]([Cl:32])=[CH:27][C:26]=1[O:33][CH3:34])(=[O:3])[CH3:2].C([SiH](CC)CC)C. The catalyst is C(OCC)C.C(=O)([O-])O.[Na+]. The product is [C:1]([O:4][CH2:5][CH2:6][N:7]1[C:11]2[C:12](/[C:16](/[CH2:20][CH2:21][CH3:22])=[CH:17]\[CH2:18][CH3:19])=[CH:13][CH:14]=[CH:15][C:10]=2[N:9]=[C:8]1[NH:24][C:25]1[C:30]([CH3:31])=[CH:29][C:28]([Cl:32])=[CH:27][C:26]=1[O:33][CH3:34])(=[O:3])[CH3:2]. The yield is 0.230. (2) The reactants are [Li+].C[Si]([N-][Si](C)(C)C)(C)C.[NH2:11][C:12]1[C:17]([F:18])=[CH:16][CH:15]=[CH:14][N:13]=1.F[C:20]1[CH:25]=[C:24]([F:26])[CH:23]=[CH:22][C:21]=1[N+:27]([O-:29])=[O:28].[NH4+].[Cl-]. The catalyst is C1COCC1. The product is [F:26][C:24]1[CH:23]=[CH:22][C:21]([N+:27]([O-:29])=[O:28])=[C:20]([NH:11][C:12]2[C:17]([F:18])=[CH:16][CH:15]=[CH:14][N:13]=2)[CH:25]=1. The yield is 0.190. (3) The reactants are C[Al](C)C.[Cl:5][C:6]1[CH:13]=[CH:12][C:9]([CH2:10][NH2:11])=[CH:8][CH:7]=1.[OH:14][CH2:15][C:16]#[C:17][C:18]1[N:19]=[C:20]2[C:25](=[CH:26][CH:27]=1)[N:24]([CH3:28])[CH:23]=[C:22]([C:29](OCC)=[O:30])[C:21]2=[O:34]. The catalyst is C(Cl)Cl. The product is [Cl:5][C:6]1[CH:13]=[CH:12][C:9]([CH2:10][NH:11][C:29]([C:22]2[C:21](=[O:34])[C:20]3[C:25](=[CH:26][CH:27]=[C:18]([C:17]#[C:16][CH2:15][OH:14])[N:19]=3)[N:24]([CH3:28])[CH:23]=2)=[O:30])=[CH:8][CH:7]=1. The yield is 0.520. (4) The reactants are [CH:1]([C@H:4]1[CH2:9][N:8]([C:10]([C:12]2N=[N:14][C:15]([C:21]3[O:22][CH:23]=[C:24]([CH:26]([CH3:28])[CH3:27])[N:25]=3)=[C:16]([CH:18]([CH3:20])[CH3:19])[CH:17]=2)=[O:11])[CH2:7][CH2:6][N:5]1[C:29]([O:31][C:32]([CH3:35])([CH3:34])[CH3:33])=[O:30])([CH3:3])[CH3:2]. The catalyst is CC(O)=O.[Zn]. The product is [C:32]([O:31][C:29]([N:5]1[CH2:6][CH2:7][N:8]([C:10]([C:12]2[NH:14][C:15]([C:21]3[O:22][CH:23]=[C:24]([CH:26]([CH3:28])[CH3:27])[N:25]=3)=[C:16]([CH:18]([CH3:19])[CH3:20])[CH:17]=2)=[O:11])[CH2:9][C@@H:4]1[CH:1]([CH3:2])[CH3:3])=[O:30])([CH3:35])([CH3:34])[CH3:33]. The yield is 0.290.